Dataset: KCNQ2 potassium channel screen with 302,405 compounds. Task: Binary Classification. Given a drug SMILES string, predict its activity (active/inactive) in a high-throughput screening assay against a specified biological target. (1) The drug is O=C1NCCN(CC2CCCCC2)C1CC(=O)N(Cc1nocc1)C. The result is 0 (inactive). (2) The compound is N1(CCn2c=3n(c4c2cccc4)CCCN3)CCCCC1. The result is 0 (inactive). (3) The compound is Clc1c(c(c2oc(C3NC(=S)NC(=C3C(OCC)=O)C)cc2)ccc1)C. The result is 0 (inactive). (4) The compound is s1cc(nc1N\N=C\c1ccc(cc1)C(OC)=O)c1ccc(cc1)C. The result is 0 (inactive). (5) The compound is Clc1c(CN(C(C(=O)NCC2OCCC2)c2occc2)C(=O)Cn2nc(nn2)c2ccc(OC)cc2)cccc1. The result is 0 (inactive).